Task: Predict the product of the given reaction.. Dataset: Forward reaction prediction with 1.9M reactions from USPTO patents (1976-2016) (1) Given the reactants [CH2:1]([O:8][C:9]1[C:10]([C:32]([OH:34])=O)=[N:11][C:12]([CH2:16][C:17]2([C:22]3[CH:27]=[CH:26][CH:25]=[C:24]([C:28]([F:31])([F:30])[F:29])[CH:23]=3)[CH2:21][CH2:20][CH2:19][CH2:18]2)=[N:13][C:14]=1[OH:15])[C:2]1[CH:7]=[CH:6][CH:5]=[CH:4][CH:3]=1.[Si:35]([O:42][CH2:43][CH2:44][NH:45][CH:46]([CH3:48])[CH3:47])([C:38]([CH3:41])([CH3:40])[CH3:39])([CH3:37])[CH3:36].[Si](OCCN(C(C)C)C(C1C(OCC2C=CC=CC=2)=C(O)N=C(CC2(C3C=CC(C(F)(F)F)=CC=3)CCCC2)N=1)=O)(C(C)(C)C)(C)C, predict the reaction product. The product is: [CH2:1]([O:8][C:9]1[C:10]([C:32]([N:45]([CH2:44][CH2:43][O:42][Si:35]([C:38]([CH3:40])([CH3:39])[CH3:41])([CH3:36])[CH3:37])[CH:46]([CH3:47])[CH3:48])=[O:34])=[N:11][C:12]([CH2:16][C:17]2([C:22]3[CH:27]=[CH:26][CH:25]=[C:24]([C:28]([F:31])([F:30])[F:29])[CH:23]=3)[CH2:18][CH2:19][CH2:20][CH2:21]2)=[N:13][C:14]=1[OH:15])[C:2]1[CH:3]=[CH:4][CH:5]=[CH:6][CH:7]=1. (2) Given the reactants OS(O)(=O)=O.[OH:6]O.[CH2:8]([O:15][C:16]1[CH:17]=[C:18]2[C:23](=[CH:24][CH:25]=1)[C:22]([O:26][C:27]1[CH:34]=[CH:33][C:30](C=O)=[CH:29][CH:28]=1)=[C:21]([C:35]1[CH:40]=[CH:39][C:38]([F:41])=[CH:37][CH:36]=1)[CH:20]=[CH:19]2)[C:9]1[CH:14]=[CH:13][CH:12]=[CH:11][CH:10]=1.O, predict the reaction product. The product is: [CH2:8]([O:15][C:16]1[CH:17]=[C:18]2[C:23](=[CH:24][CH:25]=1)[C:22]([O:26][C:27]1[CH:28]=[CH:29][C:30]([OH:6])=[CH:33][CH:34]=1)=[C:21]([C:35]1[CH:40]=[CH:39][C:38]([F:41])=[CH:37][CH:36]=1)[CH:20]=[CH:19]2)[C:9]1[CH:10]=[CH:11][CH:12]=[CH:13][CH:14]=1.